This data is from Reaction yield outcomes from USPTO patents with 853,638 reactions. The task is: Predict the reaction yield, written as a fraction of the theoretical maximum amount of product (1.0 means a 100% yield; for example, 0.34 means a 34% yield). (1) The reactants are [S:1]1[CH2:5][CH:4]([C:6]([OH:8])=[O:7])[NH:3][CH2:2]1.S(Cl)([Cl:11])=O.[CH3:13]O. No catalyst specified. The product is [Cl-:11].[CH3:13][O:7][C:6]([CH:4]1[CH2:5][S:1][CH2:2][NH2+:3]1)=[O:8]. The yield is 1.00. (2) The reactants are [C:1]1([CH:7]([C:13]2[CH:18]=[CH:17][CH:16]=[CH:15][CH:14]=2)[N:8]2[CH2:11][CH:10]([OH:12])[CH2:9]2)[CH:6]=[CH:5][CH:4]=[CH:3][CH:2]=1.[H-].[Na+].[CH2:21](Br)[C:22]1[CH:27]=[CH:26][CH:25]=[CH:24][CH:23]=1. The catalyst is CN(C=O)C.C(O)(=O)C. The product is [CH2:21]([O:12][CH:10]1[CH2:11][N:8]([CH:7]([C:1]2[CH:2]=[CH:3][CH:4]=[CH:5][CH:6]=2)[C:13]2[CH:14]=[CH:15][CH:16]=[CH:17][CH:18]=2)[CH2:9]1)[C:22]1[CH:27]=[CH:26][CH:25]=[CH:24][CH:23]=1. The yield is 0.240. (3) The reactants are [CH3:1][S:2][C:3]1[CH:10]=[CH:9][CH:8]=[CH:7][C:4]=1[CH:5]=[O:6].C(OCC)(=[O:13])C. The catalyst is ClCCl. The product is [CH3:1][S:2]([C:3]1[CH:10]=[CH:9][CH:8]=[CH:7][C:4]=1[CH:5]=[O:6])=[O:13]. The yield is 0.890. (4) The reactants are C(=O)([O-])[O-].[K+].[K+].[Cl:7][C:8]1[C:17]2[C:12](=[CH:13][CH:14]=[CH:15][CH:16]=2)[C:11](=[O:18])[NH:10][N:9]=1.Br[CH:20]([CH3:22])[CH3:21]. The catalyst is O. The product is [Cl:7][C:8]1[C:17]2[C:12](=[CH:13][CH:14]=[CH:15][CH:16]=2)[C:11](=[O:18])[N:10]([CH:20]([CH3:22])[CH3:21])[N:9]=1. The yield is 1.03. (5) The reactants are [F:1][C:2]1[CH:3]=[C:4](C(=O)C)[CH:5]=[CH:6][C:7]=1[O:8][CH3:9].ClC1C=CC=C(C(OO)=[O:21])C=1.O[Li].O.O. The catalyst is C(Cl)Cl.CO. The product is [F:1][C:2]1[CH:3]=[C:4]([OH:21])[CH:5]=[CH:6][C:7]=1[O:8][CH3:9]. The yield is 0.720. (6) The reactants are [CH3:1][C:2]1[CH:9]=[CH:8][C:5]([CH:6]=[CH2:7])=[CH:4][CH:3]=1.[Cl:10][SiH:11]([Cl:13])[Cl:12]. The catalyst is [Cl-].C([P+](CCCC)(CCCC)CCCC)CCC. The product is [Cl:10][Si:11]([Cl:13])([Cl:12])[CH:6]([C:5]1[CH:8]=[CH:9][C:2]([CH3:1])=[CH:3][CH:4]=1)[CH2:7][Si:11]([Cl:13])([Cl:12])[Cl:10].[CH3:1][C:2]1[CH:9]=[CH:8][C:5]([CH2:6][CH2:7][Si:11]([Cl:13])([Cl:12])[Cl:10])=[CH:4][CH:3]=1. The yield is 0.670. (7) The reactants are [CH3:1][O:2][CH2:3][C:4](=[O:10])[CH2:5][C:6]([O:8][CH3:9])=[O:7].[H-].[Na+].Br[CH2:14][C:15]1[CH:20]=[CH:19][C:18]([C:21]2[C:22]([C:27]#[N:28])=[CH:23][CH:24]=[CH:25][CH:26]=2)=[CH:17][CH:16]=1. The catalyst is O1CCCC1. The product is [C:27]([C:22]1[CH:23]=[CH:24][CH:25]=[CH:26][C:21]=1[C:18]1[CH:17]=[CH:16][C:15]([CH2:14][CH:5]([C:4](=[O:10])[CH2:3][O:2][CH3:1])[C:6]([O:8][CH3:9])=[O:7])=[CH:20][CH:19]=1)#[N:28]. The yield is 0.980.